This data is from Catalyst prediction with 721,799 reactions and 888 catalyst types from USPTO. The task is: Predict which catalyst facilitates the given reaction. (1) Reactant: O[CH2:2][C:3]1[CH2:8][CH2:7][N:6]([C:9](=[O:11])[CH3:10])[CH2:5][C:4]=1[C:12]1[CH:17]=[CH:16][CH:15]=[CH:14][CH:13]=1.O=S(Cl)[Cl:20]. Product: [Cl:20][CH2:2][C:3]1[CH2:8][CH2:7][N:6]([C:9](=[O:11])[CH3:10])[CH2:5][C:4]=1[C:12]1[CH:17]=[CH:16][CH:15]=[CH:14][CH:13]=1. The catalyst class is: 2. (2) Reactant: [Cl:1][C:2]1[CH:3]=[CH:4][C:5]([O:26][CH2:27][CH:28]([CH3:30])[CH3:29])=[C:6]([CH2:8][C:9]2[O:10][CH:11]=[C:12]([C:14]3[NH:18][C:17]4[CH:19]=[CH:20][C:21]([CH2:23][CH:24]=O)=[CH:22][C:16]=4[N:15]=3)[N:13]=2)[CH:7]=1.C(O[BH-](OC(=O)C)OC(=O)C)(=O)C.[Na+].[CH3:45][NH:46][CH3:47]. Product: [ClH:1].[Cl:1][C:2]1[CH:3]=[CH:4][C:5]([O:26][CH2:27][CH:28]([CH3:29])[CH3:30])=[C:6]([CH2:8][C:9]2[O:10][CH:11]=[C:12]([C:14]3[NH:18][C:17]4[CH:19]=[CH:20][C:21]([CH2:23][CH2:24][N:46]([CH3:47])[CH3:45])=[CH:22][C:16]=4[N:15]=3)[N:13]=2)[CH:7]=1. The catalyst class is: 20.